From a dataset of Skin sensitization/reaction prediction data. Regression/Classification. Given a drug SMILES string, predict its toxicity properties. Task type varies by dataset: regression for continuous values (e.g., LD50, hERG inhibition percentage) or binary classification for toxic/non-toxic outcomes (e.g., AMES mutagenicity, cardiotoxicity, hepatotoxicity). Dataset: skin_reaction. The compound is CCCCCCCCCCCCCCCCCCCCCCBr. The result is 1 (causes skin reaction).